Predict the product of the given reaction. From a dataset of Forward reaction prediction with 1.9M reactions from USPTO patents (1976-2016). (1) The product is: [CH2:19]([O:1][C:2]1[CH:7]=[CH:6][C:5]([Br:8])=[CH:4][C:3]=1[CH2:9][C:10]([OH:12])=[O:11])[C:20]1[CH:25]=[CH:24][CH:23]=[CH:22][CH:21]=1. Given the reactants [OH:1][C:2]1[CH:7]=[CH:6][C:5]([Br:8])=[CH:4][C:3]=1[CH2:9][C:10]([OH:12])=[O:11].CC(C)([O-])C.[K+].[CH2:19](Br)[C:20]1[CH:25]=[CH:24][CH:23]=[CH:22][CH:21]=1, predict the reaction product. (2) Given the reactants [CH3:1][N:2]([CH2:11][CH2:12][OH:13])[C:3]1[CH:10]=[CH:9][C:6]([CH:7]=O)=[CH:5][CH:4]=1.[C:14]([NH:17][NH2:18])([NH2:16])=[NH:15].[ClH:19], predict the reaction product. The product is: [ClH:19].[CH3:1][N:2]([CH2:11][CH2:12][OH:13])[C:3]1[CH:10]=[CH:9][C:6]([CH:7]=[N:18][NH:17][C:14]([NH2:16])=[NH:15])=[CH:5][CH:4]=1. (3) Given the reactants [CH2:1]([O:8][C:9]([NH:11][CH2:12][CH2:13][CH2:14][CH2:15][CH2:16][CH2:17][CH2:18][C:19]([OH:21])=O)=[O:10])[C:2]1[CH:7]=[CH:6][CH:5]=[CH:4][CH:3]=1.C1C=[CH:24][C:25]2N(O)N=[N:28][C:26]=2C=1.C(Cl)CCl.CCN(C(C)C)C(C)C.C(N)C=C, predict the reaction product. The product is: [O:21]=[C:19]([NH:28][CH2:26][CH:25]=[CH2:24])[CH2:18][CH2:17][CH2:16][CH2:15][CH2:14][CH2:13][CH2:12][NH:11][C:9](=[O:10])[O:8][CH2:1][C:2]1[CH:3]=[CH:4][CH:5]=[CH:6][CH:7]=1. (4) Given the reactants [F:1][CH:2]([F:24])[O:3][C:4]1[CH:5]=[C:6]([N:10]2[CH:15]=[CH:14][C:13](=[O:16])[C:12]([C:17](=O)/[CH:18]=[CH:19]/[N:20](C)C)=[N:11]2)[CH:7]=[CH:8][CH:9]=1.[O:25]1[C:30]2[CH:31]=[CH:32][C:33]([NH:35]N)=[CH:34][C:29]=2[O:28][CH2:27][CH2:26]1, predict the reaction product. The product is: [F:1][CH:2]([F:24])[O:3][C:4]1[CH:5]=[C:6]([N:10]2[CH:15]=[CH:14][C:13](=[O:16])[C:12]([C:17]3[N:35]([C:33]4[CH:32]=[CH:31][C:30]5[O:25][CH2:26][CH2:27][O:28][C:29]=5[CH:34]=4)[N:20]=[CH:19][CH:18]=3)=[N:11]2)[CH:7]=[CH:8][CH:9]=1. (5) Given the reactants [H-].[Na+].[C:3]([O:7][C:8]([N:10]1[C:14]([C:16]2[CH:21]=[CH:20][CH:19]=[C:18]([Br:22])[N:17]=2)([CH3:15])[CH2:13][O:12]S1(=O)=O)=[O:9])([CH3:6])([CH3:5])[CH3:4].[CH2:25]([O:27][C:28](=[O:36])[C@:29](O)([CH3:34])[C:30]([F:33])([F:32])[F:31])[CH3:26], predict the reaction product. The product is: [CH2:25]([O:27][C:28](=[O:36])[C@:29]([O:12][CH2:13][C:14]([C:16]1[CH:21]=[CH:20][CH:19]=[C:18]([Br:22])[N:17]=1)([NH:10][C:8]([O:7][C:3]([CH3:6])([CH3:5])[CH3:4])=[O:9])[CH3:15])([CH3:34])[C:30]([F:32])([F:33])[F:31])[CH3:26]. (6) Given the reactants Cl[C:2]1[CH:3]=[CH:4][C:5]([N+]([O-])=O)=[C:6]([CH:11](C2C=CC=CC=2)[OH:12])[C:7]=1[N+:8]([O-:10])=[O:9].ClC1C([N+]([O-])=O)=CC([N+]([O-])=O)=C(C(C2C=CC=CC=2)O)C=1.[CH3:43][NH:44][CH3:45], predict the reaction product. The product is: [CH3:43][N:44]([CH3:45])[C:4]1[CH:3]=[CH:2][C:7]([N+:8]([O-:10])=[O:9])=[C:6]([CH2:11][OH:12])[CH:5]=1. (7) Given the reactants [C:1]([CH2:4][CH:5]1[C:9]2[C:10]([C:16]([NH:18][C:19]3[C:24]([Cl:25])=[CH:23][N:22]=[CH:21][C:20]=3[Cl:26])=[O:17])=[CH:11][CH:12]=[C:13]([O:14][CH3:15])[C:8]=2[O:7][CH2:6]1)([OH:3])=[O:2].S(Cl)(Cl)=O, predict the reaction product. The product is: [CH2:5]([O:2][C:1]([CH2:4][CH:5]1[C:9]2[C:10]([C:16]([NH:18][C:19]3[C:24]([Cl:25])=[CH:23][N:22]=[CH:21][C:20]=3[Cl:26])=[O:17])=[CH:11][CH:12]=[C:13]([O:14][CH3:15])[C:8]=2[O:7][CH2:6]1)=[O:3])[C:9]1[CH:10]=[CH:11][CH:12]=[CH:13][CH:8]=1. (8) The product is: [Cl:3][C:4]1[C:12]2[N:11]=[C:10]3[N:13]([C:17]4[C:22]([CH3:23])=[CH:21][C:20]([Cl:24])=[CH:19][C:18]=4[Cl:25])[CH2:14][CH2:15][CH2:16][N:9]3[C:8]=2[C:7]([CH:26]([O:30][CH3:31])[CH2:27][CH2:28][CH3:29])=[CH:6][CH:5]=1. Given the reactants [H-].[Na+].[Cl:3][C:4]1[C:12]2[N:11]=[C:10]3[N:13]([C:17]4[C:22]([CH3:23])=[CH:21][C:20]([Cl:24])=[CH:19][C:18]=4[Cl:25])[CH2:14][CH2:15][CH2:16][N:9]3[C:8]=2[C:7]([CH:26]([OH:30])[CH2:27][CH2:28][CH3:29])=[CH:6][CH:5]=1.[CH3:31]I, predict the reaction product. (9) The product is: [CH3:15][C:13]1[N:14]=[C:7]2[CH:6]=[CH:5][C:4]3[C:9](=[CH:10][CH:11]=[C:2]([S:16][C:17]4[CH:18]=[C:19]([C:23]5([C:29]#[N:30])[CH2:24][CH2:25][O:26][CH2:27][CH2:28]5)[CH:20]=[CH:21][CH:22]=4)[CH:3]=3)[N:8]2[CH:12]=1. Given the reactants I[C:2]1[CH:3]=[C:4]2[C:9](=[CH:10][CH:11]=1)[N:8]1[CH:12]=[C:13]([CH3:15])[N:14]=[C:7]1[CH:6]=[CH:5]2.[SH:16][C:17]1[CH:18]=[C:19]([C:23]2([C:29]#[N:30])[CH2:28][CH2:27][O:26][CH2:25][CH2:24]2)[CH:20]=[CH:21][CH:22]=1.CCN(C(C)C)C(C)C.C1(P(C2C=CC=CC=2)C2C3OC4C(=CC=CC=4P(C4C=CC=CC=4)C4C=CC=CC=4)C(C)(C)C=3C=CC=2)C=CC=CC=1, predict the reaction product. (10) Given the reactants FC(F)(F)[C:3]1[CH:4]=[C:5]([CH:8]=[CH:9][CH:10]=1)[CH:6]=O.[CH3:13][CH:14]([CH3:33])[CH:15]([C:27]1[CH:32]=[CH:31][CH:30]=[CH:29][CH:28]=1)[C:16]([NH:18][C@@H:19]1[C@@H:26]2[C@@H:22]([CH2:23][NH:24][CH2:25]2)[CH2:21][CH2:20]1)=[O:17].C1(C(C2CCCCC2)[C:41](N[C@@H]2[C@H]3[C@H](CNC3)CC2)=[O:42])CCCCC1, predict the reaction product. The product is: [CH3:41][O:42][C:3]1[CH:4]=[C:5]([CH:8]=[CH:9][CH:10]=1)[CH2:6][N:24]1[CH2:25][C@@H:26]2[C@@H:19]([NH:18][C:16](=[O:17])[CH:15]([C:27]3[CH:28]=[CH:29][CH:30]=[CH:31][CH:32]=3)[CH:14]([CH3:33])[CH3:13])[CH2:20][CH2:21][C@@H:22]2[CH2:23]1.